This data is from Reaction yield outcomes from USPTO patents with 853,638 reactions. The task is: Predict the reaction yield, written as a fraction of the theoretical maximum amount of product (1.0 means a 100% yield; for example, 0.34 means a 34% yield). (1) The reactants are [Cl:1][C:2]1[C:3]([O:12][C:13]2[CH:18]=[C:17]([O:19][CH2:20][CH2:21][O:22][CH3:23])[CH:16]=[CH:15][C:14]=2[CH:24]([CH3:29])[CH2:25][C:26]([OH:28])=O)=[N:4][CH:5]=[C:6]([C:8]([F:11])([F:10])[F:9])[CH:7]=1.[CH2:30]([S:35]([NH2:38])(=[O:37])=[O:36])[CH2:31][CH2:32][CH2:33][CH3:34].N12CCCN=C1CCCCC2. The catalyst is O1CCCC1. The product is [Cl:1][C:2]1[C:3]([O:12][C:13]2[CH:18]=[C:17]([O:19][CH2:20][CH2:21][O:22][CH3:23])[CH:16]=[CH:15][C:14]=2[CH:24]([CH3:29])[CH2:25][C:26]([NH:38][S:35]([CH2:30][CH2:31][CH2:32][CH2:33][CH3:34])(=[O:37])=[O:36])=[O:28])=[N:4][CH:5]=[C:6]([C:8]([F:10])([F:11])[F:9])[CH:7]=1. The yield is 0.370. (2) The reactants are [S:1]1[CH:5]=[C:4]([C:6]([OH:8])=O)[N:3]=[CH:2]1.F[P-](F)(F)(F)(F)F.ClC(=[N+]1CCCC1)N1CCCC1.C(N(C(C)C)CC)(C)C.[CH2:37]([S:44]([N:47]1[CH:51]=[CH:50][C:49]([NH2:52])=[CH:48]1)(=[O:46])=[O:45])[C:38]1[CH:43]=[CH:42][CH:41]=[CH:40][CH:39]=1. The catalyst is ClCCCl. The product is [CH2:37]([S:44]([N:47]1[CH:51]=[CH:50][C:49]([NH:52][C:6]([C:4]2[N:3]=[CH:2][S:1][CH:5]=2)=[O:8])=[CH:48]1)(=[O:46])=[O:45])[C:38]1[CH:43]=[CH:42][CH:41]=[CH:40][CH:39]=1. The yield is 0.0400.